This data is from Reaction yield outcomes from USPTO patents with 853,638 reactions. The task is: Predict the reaction yield, written as a fraction of the theoretical maximum amount of product (1.0 means a 100% yield; for example, 0.34 means a 34% yield). (1) The reactants are C[O:2][C:3]([C@H:5]1[CH2:7][C@H:6]1[C:8]([O:10][C:11]([CH3:14])([CH3:13])[CH3:12])=[O:9])=[O:4].[OH-].[K+]. The catalyst is CO. The product is [C:11]([O:10][C:8]([C@H:6]1[CH2:7][C@H:5]1[C:3]([OH:4])=[O:2])=[O:9])([CH3:14])([CH3:12])[CH3:13]. The yield is 0.857. (2) The reactants are [CH3:1][S:2][C:3]1[N:4]=[CH:5][C:6]2[CH:12]=[CH:11][C:10](=[O:13])[NH:9][C:7]=2[N:8]=1.[H-].[Na+].Cl[CH2:17][C:18]1[N:19]=[CH:20][S:21][C:22]=1[CH:23]1[CH2:25][CH2:24]1. The catalyst is CN(C)C=O. The product is [CH:23]1([C:22]2[S:21][CH:20]=[N:19][C:18]=2[CH2:17][N:9]2[C:7]3[N:8]=[C:3]([S:2][CH3:1])[N:4]=[CH:5][C:6]=3[CH:12]=[CH:11][C:10]2=[O:13])[CH2:25][CH2:24]1. The yield is 0.480. (3) The reactants are C(NC1C=CC(C2C=C3C(CN([C@@H](C(C)C)C(O)=O)C3=O)=CC=2)=CC=1)(=O)C1C=CC=CC=1.[F:33][C:34]1[CH:66]=[C:65]([F:67])[CH:64]=[CH:63][C:35]=1[C:36]([NH:38][C:39]1[CH:44]=[CH:43][C:42]([C:45]2[CH:53]=[C:52]3[C:48]([CH2:49][N:50]([C@@H:55]([CH:60]([CH3:62])[CH3:61])[C:56]([O:58]C)=[O:57])[C:51]3=[O:54])=[CH:47][CH:46]=2)=[CH:41][CH:40]=1)=[O:37]. No catalyst specified. The product is [F:33][C:34]1[CH:66]=[C:65]([F:67])[CH:64]=[CH:63][C:35]=1[C:36]([NH:38][C:39]1[CH:44]=[CH:43][C:42]([C:45]2[CH:53]=[C:52]3[C:48]([CH2:49][N:50]([C@@H:55]([CH:60]([CH3:62])[CH3:61])[C:56]([OH:58])=[O:57])[C:51]3=[O:54])=[CH:47][CH:46]=2)=[CH:41][CH:40]=1)=[O:37]. The yield is 0.840. (4) The reactants are [CH3:1][C:2]1[NH:3][CH:4]=[CH:5][N:6]=1.[F:7][C:8]1[CH:17]=[CH:16][C:11]([C:12](=[O:15])[CH2:13]Br)=[CH:10][CH:9]=1. The catalyst is C(OCC)(=O)C.O. The product is [F:7][C:8]1[CH:17]=[CH:16][C:11]([C:12](=[O:15])[CH2:13][N:3]2[CH:4]=[CH:5][N:6]=[C:2]2[CH3:1])=[CH:10][CH:9]=1. The yield is 0.420. (5) The catalyst is CC(O)C. The product is [Cl:11][C:6]1[N:5]=[CH:4][N:3]=[C:2]([NH:20][C:17]2[CH:18]=[CH:19][C:14]([O:13][CH3:12])=[CH:15][CH:16]=2)[C:7]=1[N+:8]([O-:10])=[O:9]. The reactants are Cl[C:2]1[C:7]([N+:8]([O-:10])=[O:9])=[C:6]([Cl:11])[N:5]=[CH:4][N:3]=1.[CH3:12][O:13][C:14]1[CH:19]=[CH:18][C:17]([NH2:20])=[CH:16][CH:15]=1.C(N(CC)CC)C. The yield is 0.960. (6) The reactants are Br[C:2]1[CH:3]=[C:4]2[C:8](=[CH:9][CH:10]=1)[NH:7][CH2:6][CH:5]2[CH3:11].[CH3:12][N:13]1[CH:17]=[C:16](B2OC(C)(C)C(C)(C)O2)[CH:15]=[N:14]1.C([O-])([O-])=O.[K+].[K+].O. The catalyst is O1CCOCC1.O.C1C=CC(P(C2C=CC=CC=2)[C-]2C=CC=C2)=CC=1.C1C=CC(P(C2C=CC=CC=2)[C-]2C=CC=C2)=CC=1.Cl[Pd]Cl.[Fe+2]. The product is [CH3:11][CH:5]1[C:4]2[C:8](=[CH:9][CH:10]=[C:2]([C:16]3[CH:15]=[N:14][N:13]([CH3:12])[CH:17]=3)[CH:3]=2)[NH:7][CH2:6]1. The yield is 0.600. (7) The reactants are [CH3:1][N:2]1[CH:6]2[CH2:7][NH:8][CH:4]([CH2:5]2)[CH2:3]1.Cl.Cl.F[C:12]1[CH:17]=[CH:16][C:15]([N+:18]([O-:20])=[O:19])=[CH:14][C:13]=1[CH3:21].C([O-])([O-])=O.[K+].[K+]. The catalyst is CN1C(=O)CCC1. The yield is 0.790. The product is [CH3:1][N:2]1[CH2:3][C@@H:4]2[CH2:5][C@H:6]1[CH2:7][N:8]2[C:12]1[CH:17]=[CH:16][C:15]([N+:18]([O-:20])=[O:19])=[CH:14][C:13]=1[CH3:21]. (8) The yield is 0.880. The product is [Cl:37][CH2:36][CH2:35][C:4]1([C:7]([O:9][CH3:10])=[O:8])[CH2:3][CH2:2][CH:1]([C:11]([O:13][CH3:14])=[O:12])[CH2:6][CH2:5]1. The catalyst is C1COCC1. The reactants are [CH:1]1([C:11]([O:13][CH3:14])=[O:12])[CH2:6][CH2:5][CH:4]([C:7]([O:9][CH3:10])=[O:8])[CH2:3][CH2:2]1.CN(C)P(N(C)C)(N(C)C)=O.C([N-]C(C)C)(C)C.[Li+].Br[CH2:35][CH2:36][Cl:37]. (9) The reactants are [C:1]1([CH3:11])[CH:6]=[CH:5][CH:4]=[C:3]([S:7](Cl)(=[O:9])=[O:8])[CH:2]=1.[F:12][C:13]1[CH:18]=[CH:17][C:16]([NH:19][C:20]([O:22][N:23]=[C:24]2[CH2:29][CH2:28][NH:27][CH2:26][CH2:25]2)=[O:21])=[CH:15][CH:14]=1.C(N(CC)C(C)C)(C)C. The catalyst is C(Cl)Cl. The product is [F:12][C:13]1[CH:18]=[CH:17][C:16]([NH:19][C:20]([O:22][N:23]=[C:24]2[CH2:29][CH2:28][N:27]([S:7]([C:3]3[CH:2]=[C:1]([CH3:11])[CH:6]=[CH:5][CH:4]=3)(=[O:9])=[O:8])[CH2:26][CH2:25]2)=[O:21])=[CH:15][CH:14]=1. The yield is 0.830. (10) The reactants are [N:1]1[C:2]([C:10]([O:12][CH2:13][CH3:14])=[O:11])=[CH:3][N:4]2[CH:9]=[CH:8][CH:7]=[CH:6][C:5]=12.[I:15]N1C(=O)CCC1=O. The catalyst is C(#N)C. The product is [I:15][C:3]1[N:4]2[CH:9]=[CH:8][CH:7]=[CH:6][C:5]2=[N:1][C:2]=1[C:10]([O:12][CH2:13][CH3:14])=[O:11]. The yield is 0.410.